This data is from Full USPTO retrosynthesis dataset with 1.9M reactions from patents (1976-2016). The task is: Predict the reactants needed to synthesize the given product. The reactants are: [C:1]([OH:8])(=[O:7])[CH2:2][CH2:3][CH2:4][CH2:5][CH3:6].S(=O)(=O)(O)O.[Cl:14]Cl. Given the product [Cl:14][CH2:6][CH2:5][CH2:4][CH2:3][CH2:2][C:1]([OH:8])=[O:7], predict the reactants needed to synthesize it.